From a dataset of Forward reaction prediction with 1.9M reactions from USPTO patents (1976-2016). Predict the product of the given reaction. Given the reactants [F:1][C:2]([F:15])([F:14])[C:3](=[O:13])[CH2:4][CH2:5][CH2:6][CH2:7][CH2:8][CH2:9][C:10]([OH:12])=O.[NH2:16][C:17]1[CH:22]=[CH:21][CH:20]=[CH:19][CH:18]=1.C1C=CC2N(O)N=NC=2C=1.CN1CCOCC1.CCN=C=NCCCN(C)C, predict the reaction product. The product is: [F:14][C:2]([F:1])([F:15])[C:3](=[O:13])[CH2:4][CH2:5][CH2:6][CH2:7][CH2:8][CH2:9][C:10]([NH:16][C:17]1[CH:22]=[CH:21][CH:20]=[CH:19][CH:18]=1)=[O:12].